Task: Predict the reactants needed to synthesize the given product.. Dataset: Full USPTO retrosynthesis dataset with 1.9M reactions from patents (1976-2016) Given the product [C:25]([C:21]1([NH:20][C:6]2[N:7]=[C:8]([NH:9][C:10]3[CH:11]=[C:12]4[C:17](=[CH:18][CH:19]=3)[N:16]=[CH:15][CH:14]=[CH:13]4)[C:3]([C:1]([NH2:2])=[O:34])=[N:4][CH:5]=2)[CH2:24][CH2:23][CH2:22]1)(=[O:26])[NH2:27], predict the reactants needed to synthesize it. The reactants are: [C:1]([C:3]1[N:4]=[CH:5][C:6]([NH:20][C:21]2([C:25]([NH2:27])=[O:26])[CH2:24][CH2:23][CH2:22]2)=[N:7][C:8]=1[NH:9][C:10]1[CH:11]=[C:12]2[C:17](=[CH:18][CH:19]=1)[N:16]=[CH:15][CH:14]=[CH:13]2)#[N:2].[OH-].[Na+].OO.CC(O)=[O:34].